This data is from Full USPTO retrosynthesis dataset with 1.9M reactions from patents (1976-2016). The task is: Predict the reactants needed to synthesize the given product. (1) The reactants are: O[C:2]1[CH:7]=[C:6]([CH3:8])[N:5]=[C:4](/[CH:9]=[CH:10]/[C:11]2[CH:18]=[CH:17][C:14]([C:15]#[N:16])=[CH:13][CH:12]=2)[N:3]=1.O=P(Cl)(Cl)[Cl:21]. Given the product [Cl:21][C:2]1[CH:7]=[C:6]([CH3:8])[N:5]=[C:4](/[CH:9]=[CH:10]/[C:11]2[CH:18]=[CH:17][C:14]([C:15]#[N:16])=[CH:13][CH:12]=2)[N:3]=1, predict the reactants needed to synthesize it. (2) Given the product [Br:19][C:20]1[C:21]([N+:27]([O-:29])=[O:28])=[C:22]([NH:16][C@@H:15]([CH3:17])[C:14]([O:13][CH2:11][CH3:12])=[O:18])[CH:23]=[CH:24][CH:25]=1, predict the reactants needed to synthesize it. The reactants are: CCN(C(C)C)C(C)C.Cl.[CH2:11]([O:13][C:14](=[O:18])[C@H:15]([CH3:17])[NH2:16])[CH3:12].[Br:19][C:20]1[CH:25]=[CH:24][CH:23]=[C:22](F)[C:21]=1[N+:27]([O-:29])=[O:28].O. (3) The reactants are: [Br:1][C:2]1[CH:11]=[C:10]2[C:5]([N:6]=[CH:7][C:8](Cl)=[N:9]2)=[CH:4][CH:3]=1.[N:13]1([CH2:19][CH2:20][NH:21][C:22](=[O:28])[O:23][C:24]([CH3:27])([CH3:26])[CH3:25])[CH2:18][CH2:17][NH:16][CH2:15][CH2:14]1.O. Given the product [Br:1][C:2]1[CH:11]=[C:10]2[C:5]([N:6]=[CH:7][C:8]([N:16]3[CH2:17][CH2:18][N:13]([CH2:19][CH2:20][NH:21][C:22](=[O:28])[O:23][C:24]([CH3:26])([CH3:25])[CH3:27])[CH2:14][CH2:15]3)=[N:9]2)=[CH:4][CH:3]=1, predict the reactants needed to synthesize it. (4) The reactants are: C(OC([N:8]([CH2:17][CH:18]([NH:25][CH2:26][C:27]([O:29]C)=O)[CH2:19][CH2:20][N:21]([O:23][CH3:24])[CH3:22])[CH2:9][C:10]1[CH:15]=[CH:14][C:13]([F:16])=[CH:12][CH:11]=1)=O)(C)(C)C.C(O)(C(F)(F)F)=O. Given the product [F:16][C:13]1[CH:12]=[CH:11][C:10]([CH2:9][N:8]2[CH2:17][CH:18]([CH2:19][CH2:20][N:21]([O:23][CH3:24])[CH3:22])[NH:25][CH2:26][C:27]2=[O:29])=[CH:15][CH:14]=1, predict the reactants needed to synthesize it. (5) Given the product [CH3:1][O:2][C:3](=[O:22])[C:4]1[CH:9]=[C:8]([O:10][C:11]2[CH:12]=[N:13][CH:14]=[CH:15][CH:16]=2)[C:7]([C:17]([F:19])([F:20])[F:18])=[CH:6][C:5]=1[N:21]=[C:23]=[O:24], predict the reactants needed to synthesize it. The reactants are: [CH3:1][O:2][C:3](=[O:22])[C:4]1[CH:9]=[C:8]([O:10][C:11]2[CH:12]=[N:13][CH:14]=[CH:15][CH:16]=2)[C:7]([C:17]([F:20])([F:19])[F:18])=[CH:6][C:5]=1[NH2:21].[C:23](Cl)(Cl)=[O:24]. (6) Given the product [C:17]([C:16]([C:15]#[N:19])=[C:2]1[C:3]2=[C:12]3[C:7](=[CH:6][CH:5]=[CH:4]2)[CH:8]=[CH:9][CH:10]=[C:11]3[C:1]1=[O:14])#[N:18], predict the reactants needed to synthesize it. The reactants are: [C:1]1(=[O:14])[C:11]2=[C:12]3[C:7](=[CH:8][CH:9]=[CH:10]2)[CH:6]=[CH:5][CH:4]=[C:3]3[C:2]1=O.[C:15](#[N:19])[CH2:16][C:17]#[N:18]. (7) Given the product [NH2:22][C:16]1[C:15]2[N:14]=[C:13]([CH2:23][O:24][CH2:25][CH3:26])[N:12]([CH2:11][CH2:10][CH2:9][CH2:8][NH:7][C:3](=[O:4])[N:2]([CH3:6])[CH3:1])[C:20]=2[C:19]([CH3:21])=[CH:18][N:17]=1, predict the reactants needed to synthesize it. The reactants are: [CH3:1][N:2]([CH3:6])[C:3](Cl)=[O:4].[NH2:7][CH2:8][CH2:9][CH2:10][CH2:11][N:12]1[C:20]2[C:19]([CH3:21])=[CH:18][N:17]=[C:16]([NH2:22])[C:15]=2[N:14]=[C:13]1[CH2:23][O:24][CH2:25][CH3:26]. (8) Given the product [CH2:1]([S:8][C:9]1[N:14]2[N:15]=[CH:16][C:17]([CH:18]=[C:37]3[NH:31][C:32](=[O:33])[NH:34][C:35]3=[O:36])=[C:13]2[N:12]=[C:11]([NH:20][C:21]2[CH:26]=[CH:25][CH:24]=[C:23]([Cl:27])[CH:22]=2)[CH:10]=1)[C:2]1[CH:7]=[CH:6][CH:5]=[CH:4][CH:3]=1, predict the reactants needed to synthesize it. The reactants are: [CH2:1]([S:8][C:9]1[N:14]2[N:15]=[CH:16][C:17]([CH:18]=O)=[C:13]2[N:12]=[C:11]([NH:20][C:21]2[CH:26]=[CH:25][CH:24]=[C:23]([Cl:27])[CH:22]=2)[CH:10]=1)[C:2]1[CH:7]=[CH:6][CH:5]=[CH:4][CH:3]=1.C(O)C.[NH:31]1[CH2:37][C:35](=[O:36])[NH:34][C:32]1=[O:33].N1CCCCC1.